This data is from Full USPTO retrosynthesis dataset with 1.9M reactions from patents (1976-2016). The task is: Predict the reactants needed to synthesize the given product. (1) Given the product [Br:1][C:2]1[CH:10]=[CH:9][C:5]([C:6]([N:13]([CH2:14][CH3:15])[CH3:12])=[O:8])=[C:4]([F:11])[CH:3]=1, predict the reactants needed to synthesize it. The reactants are: [Br:1][C:2]1[CH:10]=[CH:9][C:5]([C:6]([OH:8])=O)=[C:4]([F:11])[CH:3]=1.[CH3:12][NH:13][CH2:14][CH3:15]. (2) The reactants are: [C:1]([O:5][C:6]([N:8]([C:35]1[CH:40]=[CH:39][CH:38]=[CH:37][N:36]=1)[CH2:9][C:10]#[C:11][C:12]1[CH:34]=[CH:33][C:15]([CH2:16][C@@H:17]([C:29]([O:31][CH3:32])=[O:30])[NH:18][C:19](=[O:28])[C:20]2[C:25]([Cl:26])=[CH:24][CH:23]=[CH:22][C:21]=2[Cl:27])=[CH:14][CH:13]=1)=[O:7])([CH3:4])([CH3:3])[CH3:2]. Given the product [C:1]([O:5][C:6]([N:8]([C:35]1[CH:40]=[CH:39][CH:38]=[CH:37][N:36]=1)[CH2:9][CH2:10][CH2:11][C:12]1[CH:13]=[CH:14][C:15]([CH2:16][C@@H:17]([C:29]([O:31][CH3:32])=[O:30])[NH:18][C:19](=[O:28])[C:20]2[C:25]([Cl:26])=[CH:24][CH:23]=[CH:22][C:21]=2[Cl:27])=[CH:33][CH:34]=1)=[O:7])([CH3:4])([CH3:2])[CH3:3], predict the reactants needed to synthesize it. (3) Given the product [CH:29]([NH:32][C:20]([C:17]1[CH:18]=[CH:19][C:14]([C:12]2[CH:11]=[CH:10][N:9]=[C:8]([NH:7][CH:1]3[CH2:6][CH2:5][CH2:4][CH2:3][CH2:2]3)[CH:13]=2)=[N:15][C:16]=1[N:23]1[CH2:24][CH2:25][NH:26][CH2:27][CH2:28]1)=[O:21])([CH3:31])[CH3:30], predict the reactants needed to synthesize it. The reactants are: [CH:1]1([NH:7][C:8]2[CH:13]=[C:12]([C:14]3[CH:19]=[CH:18][C:17]([C:20](O)=[O:21])=[C:16]([N:23]4[CH2:28][CH2:27][NH:26][CH2:25][CH2:24]4)[N:15]=3)[CH:11]=[CH:10][N:9]=2)[CH2:6][CH2:5][CH2:4][CH2:3][CH2:2]1.[CH:29]([NH2:32])([CH3:31])[CH3:30].CCN(C(C)C)C(C)C.CN(C(ON1N=NC2C=CC=NC1=2)=[N+](C)C)C.F[P-](F)(F)(F)(F)F. (4) Given the product [CH:2]([C:3]1[CH:4]=[CH:5][C:6]([C:9]2[N:10]=[C:11]([NH:25][C:26](=[O:28])[CH3:27])[S:12][C:13]=2[CH2:14][C:15]2[CH:20]=[CH:19][C:18]([S:21]([CH3:24])(=[O:23])=[O:22])=[CH:17][CH:16]=2)=[CH:7][CH:8]=1)=[O:1], predict the reactants needed to synthesize it. The reactants are: [OH:1][CH2:2][C:3]1[CH:8]=[CH:7][C:6]([C:9]2[N:10]=[C:11]([NH:25][C:26](=[O:28])[CH3:27])[S:12][C:13]=2[CH2:14][C:15]2[CH:20]=[CH:19][C:18]([S:21]([CH3:24])(=[O:23])=[O:22])=[CH:17][CH:16]=2)=[CH:5][CH:4]=1.CC#N.CC(OI1(OC(C)=O)(OC(C)=O)OC(=O)C2C=CC=CC1=2)=O.